From a dataset of Full USPTO retrosynthesis dataset with 1.9M reactions from patents (1976-2016). Predict the reactants needed to synthesize the given product. Given the product [C:1]([O:5][C:6]([N:8]1[CH2:13][CH2:12][C@@H:11]([NH2:14])[C@H:10]([OH:17])[CH2:9]1)=[O:7])([CH3:4])([CH3:2])[CH3:3], predict the reactants needed to synthesize it. The reactants are: [C:1]([O:5][C:6]([N:8]1[CH2:13][CH2:12][C@@H:11]([N:14]=[N+]=[N-])[C@H:10]([OH:17])[CH2:9]1)=[O:7])([CH3:4])([CH3:3])[CH3:2].